Dataset: Catalyst prediction with 721,799 reactions and 888 catalyst types from USPTO. Task: Predict which catalyst facilitates the given reaction. (1) Reactant: [ClH:1].C(OC([N:9]1[CH2:13][CH2:12][CH:11]([N:14]2[CH:18]=[C:17]([N+:19]([O-:21])=[O:20])[CH:16]=[N:15]2)[CH2:10]1)=O)(C)(C)C. Product: [ClH:1].[N+:19]([C:17]1[CH:16]=[N:15][N:14]([CH:11]2[CH2:12][CH2:13][NH:9][CH2:10]2)[CH:18]=1)([O-:21])=[O:20]. The catalyst class is: 12. (2) Reactant: [NH:1]1[C:9]2[C:4](=[CH:5][CH:6]=[CH:7][CH:8]=2)[C:3]([C:10]([OH:12])=O)=[N:2]1.[NH2:13][C:14]1[CH:19]=[CH:18][C:17]([N:20]2[CH2:24][CH2:23][CH2:22][C:21]2=[O:25])=[CH:16][CH:15]=1.C1N(P(Cl)(N2C(=O)OCC2)=O)C(=O)OC1.O. Product: [O:25]=[C:21]1[CH2:22][CH2:23][CH2:24][N:20]1[C:17]1[CH:18]=[CH:19][C:14]([NH:13][C:10]([C:3]2[C:4]3[C:9](=[CH:8][CH:7]=[CH:6][CH:5]=3)[NH:1][N:2]=2)=[O:12])=[CH:15][CH:16]=1. The catalyst class is: 624. (3) Reactant: [CH3:1][N:2]1[C:6]([CH:7]=O)=[CH:5][CH:4]=[N:3]1.[NH2:9][C:10]1[CH:15]=[CH:14][C:13]([C:16]([F:19])([F:18])[F:17])=[CH:12][CH:11]=1.C(O[BH-](OC(=O)C)OC(=O)C)(=O)C.[Na+].C(=O)([O-])O.[Na+]. Product: [CH3:1][N:2]1[C:6]([CH2:7][NH:9][C:10]2[CH:15]=[CH:14][C:13]([C:16]([F:17])([F:18])[F:19])=[CH:12][CH:11]=2)=[CH:5][CH:4]=[N:3]1. The catalyst class is: 845. (4) Reactant: [CH:1]12[CH2:7][CH:4]([CH:5]=[CH:6]1)[C:3]([C:8]([OH:10])=[O:9])=[C:2]2[C:11]([OH:13])=[O:12]. Product: [CH:1]12[CH2:7][CH:4]([CH2:5][CH2:6]1)[C:3]([C:8]([OH:10])=[O:9])=[C:2]2[C:11]([OH:13])=[O:12]. The catalyst class is: 591. (5) Reactant: [Br:1][C:2]1[S:6][C:5]([CH2:7]O)=[CH:4][C:3]=1[CH3:9].C(Br)(Br)(Br)[Br:11].C1(P(C2C=CC=CC=2)C2C=CC=CC=2)C=CC=CC=1. Product: [Br:1][C:2]1[S:6][C:5]([CH2:7][Br:11])=[CH:4][C:3]=1[CH3:9]. The catalyst class is: 7. (6) Reactant: [C:1]1([CH3:13])[CH:6]=[C:5]([CH3:7])[CH:4]=[C:3]([CH3:8])[C:2]=1[S:9](Cl)(=[O:11])=[O:10].[NH2:14][C:15]1[N:20]=[C:19]([OH:21])[C:18]([CH2:22][C:23]2[CH:28]=[CH:27][C:26]([CH2:29][O:30][CH:31]3[CH2:36][CH2:35][CH2:34][CH2:33][O:32]3)=[CH:25][CH:24]=2)=[C:17]([CH3:37])[N:16]=1. Product: [CH3:13][C:1]1[CH:6]=[C:5]([CH3:7])[CH:4]=[C:3]([CH3:8])[C:2]=1[S:9]([O:21][C:19]1[C:18]([CH2:22][C:23]2[CH:28]=[CH:27][C:26]([CH2:29][O:30][CH:31]3[CH2:36][CH2:35][CH2:34][CH2:33][O:32]3)=[CH:25][CH:24]=2)=[C:17]([CH3:37])[N:16]=[C:15]([NH2:14])[N:20]=1)(=[O:11])=[O:10]. The catalyst class is: 79.